Dataset: Full USPTO retrosynthesis dataset with 1.9M reactions from patents (1976-2016). Task: Predict the reactants needed to synthesize the given product. Given the product [F:1][C:2]1[CH:7]=[CH:6][C:5]([CH2:8][N:9]2[CH2:10][CH2:11][C:12]3([O:15][CH2:16][CH2:17][N:18]([C:20]([C:22]4[N:23]=[C:24]([CH:27]([CH3:29])[CH3:28])[S:25][CH:26]=4)=[O:21])[CH2:19]3)[CH2:13][CH2:14]2)=[CH:4][C:3]=1[CH2:30][CH2:31][NH:48][CH2:49][C@@H:50]([C:52]1[C:60]2[S:59][C:58](=[O:61])[NH:57][C:56]=2[C:55]([OH:62])=[CH:54][CH:53]=1)[OH:51].[CH3:19][CH:12]1[CH2:13][CH2:14][CH2:16][O:15]1, predict the reactants needed to synthesize it. The reactants are: [F:1][C:2]1[CH:7]=[CH:6][C:5]([CH2:8][N:9]2[CH2:14][CH2:13][C:12]3([CH2:19][N:18]([C:20]([C:22]4[N:23]=[C:24]([CH:27]([CH3:29])[CH3:28])[S:25][CH:26]=4)=[O:21])[CH2:17][CH2:16][O:15]3)[CH2:11][CH2:10]2)=[CH:4][C:3]=1[CH:30]=[CH:31]OC.C(O)(=O)C(O)=O.Cl.C(=O)([O-])[O-].[K+].[K+].Cl.[NH2:48][CH2:49][C@@H:50]([C:52]1[C:60]2[S:59][C:58](=[O:61])[NH:57][C:56]=2[C:55]([OH:62])=[CH:54][CH:53]=1)[OH:51].